This data is from Experimentally validated miRNA-target interactions with 360,000+ pairs, plus equal number of negative samples. The task is: Binary Classification. Given a miRNA mature sequence and a target amino acid sequence, predict their likelihood of interaction. (1) The miRNA is mmu-miR-301b-3p with sequence CAGUGCAAUGGUAUUGUCAAAGC. The protein sequence of the target gene is MTAEQRQNLQAFRDYIKKILDPTYILSYMSSWLEDEEVQYIQAEKNNKGPMEAASLFLQYLLKLQSEGWFQAFLDALYHAGYCGLCEAIESWDFQKIEKLEEHRLLLRRLEPEFKATVDPNDILSELSECLINQECEEIRQIRDTKGRMAGAEKMAECLIRSDKENWPKVLQLALEKDNSKFSELWIVDKGFKRAESKADEDDGAEASSIQIFIQEEPECQNLSQNPGPPSEASSNNLHSPLKPRNYQLELALPAKKGKNTIICAPTGCGKTFVSLLICEHHLKKFPCGQKGKVVFFANQ.... Result: 0 (no interaction). (2) The miRNA is mmu-miR-511-3p with sequence AAUGUGUAGCAAAAGACAGGAU. The protein sequence of the target gene is MDAEVEDKTLHTLSKGTEVPMDSLIPELRVPYDCSMAKKRRAEEQASGVPINKRKSLLMKPRHYSPDMGCKESPDNRNEDDGLLETNDHATADEIMVKSMDETLHLPAQDSSLQKKDQYTCYPELMVKSLVHLGKFEESESVQTTCENLNGSSIQSLKAESDEAHEGSMVHSDNGRDKVHHSQPPFCSSGDSESDSDSAENGWGNGSNSSEDTDTHKGPKHKLTYNRKDLLEVPEIKAEDDKFIPCENRCDSDTDGRDPQNSHMEPLVVKAQPSFPEVEEGESLATVTEEPAEVEKAKGN.... Result: 1 (interaction). (3) The miRNA is hsa-miR-151a-3p with sequence CUAGACUGAAGCUCCUUGAGG. The protein sequence of the target gene is MLSKCLQHFLKATISHPYPASYSWLISKHRFYGTVPAAMLRRRVVITGIGLVTPLGVGTQLVWDRLLRGESGIVSVVGDEYKNIPCSVAAYVPRGPHEGQFNEENFVSKSDAKSMSSSTIMAVGAAELALKDSGWHPKREADQVATGVAIGMGMVPLEVISETALLFQTKGYNKVSPFFVPKILINMAAGQVSIRYKLKGPNHSVSTACTTGAHAVGDSFRFIAHGDADVMVAGGTDSCISPLSLAGFSRARALSSNPDPKLACRPFHPERDGFVMGEGAAVLVLEEHEHAVQRGARIYA.... Result: 0 (no interaction). (4) The miRNA is hsa-miR-371a-5p with sequence ACUCAAACUGUGGGGGCACU. The protein sequence of the target gene is MRPLTEEETRVMFEKIAKYIGENLQLLVDRPDGTYCFRLHNDRVYYVSEKIMKLAANISGDKLVSLGTCFGKFTKTHKFRLHVTALDYLAPYAKYKVWIKPGAEQSFLYGNHVLKSGLGRITENTSQYQGVVVYSMADIPLGFGVAAKSTQDCRKVDPMAIVVFHQADIGEYVRHEETLT. Result: 1 (interaction). (5) The miRNA is hsa-miR-181c-3p with sequence AACCAUCGACCGUUGAGUGGAC. The protein sequence of the target gene is MSQFQVPLAVQPDLPGLYDFPQRQVMVGSFPGSGLSMAGSESQLRGGGDGRKKRKRCGTCEPCRRLENCGACTSCTNRRTHQICKLRKCEVLKKKVGLLKEVEIKAGEGAGPWGQGAAVKTGSELSPVDGPVPGQMDSGPVYHGDSRQLSASGVPVNGAREPAGPSLLGTGGPWRVDQKPDWEAAPGPAHTARLEDAHDLVAFSAVAEAVSSYGALSTRLYETFNREMSREAGNNSRGPRPGPEGCSAGSEDLDTLQTALALARHGMKPPNCNCDGPECPDYLEWLEGKIKSVVMEGGEE.... Result: 1 (interaction).